From a dataset of Full USPTO retrosynthesis dataset with 1.9M reactions from patents (1976-2016). Predict the reactants needed to synthesize the given product. (1) Given the product [C:15]([C:13]1[CH:14]=[C:10]([NH:9][C:8](=[O:26])[NH:27][C:28]2[CH:43]=[CH:42][C:31]([O:32][C:33]3[CH:38]=[CH:37][N:36]=[C:35]([C:39]([NH2:41])=[O:40])[CH:34]=3)=[CH:30][CH:29]=2)[N:11]([C:19]2[CH:24]=[CH:23][CH:22]=[C:21]([F:25])[CH:20]=2)[N:12]=1)([CH3:18])([CH3:16])[CH3:17], predict the reactants needed to synthesize it. The reactants are: C1(O[C:8](=[O:26])[NH:9][C:10]2[N:11]([C:19]3[CH:24]=[CH:23][CH:22]=[C:21]([F:25])[CH:20]=3)[N:12]=[C:13]([C:15]([CH3:18])([CH3:17])[CH3:16])[CH:14]=2)C=CC=CC=1.[NH2:27][C:28]1[CH:43]=[CH:42][C:31]([O:32][C:33]2[CH:38]=[CH:37][N:36]=[C:35]([C:39]([NH2:41])=[O:40])[CH:34]=2)=[CH:30][CH:29]=1.C(N(CC)CC)C. (2) Given the product [Cl:1][C:2]1[N:7]=[C:6]([NH:8][S:21]([C:15]2[CH:20]=[CH:19][CH:18]=[CH:17][CH:16]=2)(=[O:23])=[O:22])[CH:5]=[CH:4][CH:3]=1, predict the reactants needed to synthesize it. The reactants are: [Cl:1][C:2]1[N:7]=[C:6]([NH2:8])[CH:5]=[CH:4][CH:3]=1.N1C=CC=CC=1.[C:15]1([S:21](Cl)(=[O:23])=[O:22])[CH:20]=[CH:19][CH:18]=[CH:17][CH:16]=1. (3) Given the product [NH2:1][C:2]1[C:11]2[C:6](=[CH:7][CH:8]=[C:9]([CH2:12][Br:15])[CH:10]=2)[CH:5]=[CH:4][N:3]=1, predict the reactants needed to synthesize it. The reactants are: [NH2:1][C:2]1[C:11]2[C:6](=[CH:7][CH:8]=[C:9]([CH2:12]O)[CH:10]=2)[CH:5]=[CH:4][N:3]=1.P(Br)(Br)[Br:15]. (4) Given the product [C:10]([CH2:2][C:3](=[O:9])[CH2:4][C:5]([O:7][CH3:8])=[O:6])#[N:11], predict the reactants needed to synthesize it. The reactants are: Br[CH2:2][C:3](=[O:9])[CH2:4][C:5]([O:7][CH3:8])=[O:6].[C-:10]#[N:11].[Na+].O. (5) Given the product [CH:47]1([CH2:46][C@H:33]([CH2:34][N:35]([CH:36]=[O:37])[OH:38])[C:32]([NH:31][C@H:26]([C:25]([N:22]2[CH2:21][CH2:20][CH:19]([CH2:51][C:47]3[CH:48]=[CH:49][C:57]([CH3:58])=[CH:33][CH:46]=3)[CH2:24][CH2:23]2)=[O:53])[C:27]([CH3:28])([CH3:30])[CH3:29])=[O:52])[CH2:48][CH2:49][CH2:50][CH2:51]1, predict the reactants needed to synthesize it. The reactants are: C(OC(=O)N([CH:19]1[CH2:24][CH2:23][N:22]([C:25](=[O:53])[C@@H:26]([NH:31][C:32](=[O:52])[C@H:33]([CH2:46][CH:47]2[CH2:51][CH2:50][CH2:49][CH2:48]2)[CH2:34][N:35]([O:38]CC2C=CC=CC=2)[CH:36]=[O:37])[C:27]([CH3:30])([CH3:29])[CH3:28])[CH2:21][CH2:20]1)CC1C=CC(C)=CC=1)C1C=CC=CC=1.[H][H].[CH2:57](O)[CH3:58].